Dataset: Forward reaction prediction with 1.9M reactions from USPTO patents (1976-2016). Task: Predict the product of the given reaction. Given the reactants [Cl:1][C:2]1[C:3]([O:11][CH2:12][CH:13]2[CH2:15][CH2:14]2)=[CH:4][C:5]([C:8]([OH:10])=O)=[N:6][CH:7]=1.[NH2:16][C:17]([CH2:22][CH3:23])([CH2:20][CH3:21])[CH2:18][OH:19], predict the reaction product. The product is: [CH2:20]([C:17]([NH:16][C:8]([C:5]1[CH:4]=[C:3]([O:11][CH2:12][CH:13]2[CH2:15][CH2:14]2)[C:2]([Cl:1])=[CH:7][N:6]=1)=[O:10])([CH2:18][OH:19])[CH2:22][CH3:23])[CH3:21].